Task: Predict the reactants needed to synthesize the given product.. Dataset: Full USPTO retrosynthesis dataset with 1.9M reactions from patents (1976-2016) (1) Given the product [CH3:37][S:38]([O:18][CH2:17][CH2:16][C@H:9]1[S:8][C@H:7]([C:19]2[CH:24]=[CH:23][CH:22]=[C:21]([O:25][CH3:26])[C:20]=2[O:27][CH3:28])[C:6]2[CH:29]=[C:2]([Cl:1])[CH:3]=[CH:4][C:5]=2[N:11]2[C:12]([CH3:15])=[N:13][N:14]=[C:10]12)(=[O:40])=[O:39], predict the reactants needed to synthesize it. The reactants are: [Cl:1][C:2]1[CH:3]=[CH:4][C:5]2[N:11]3[C:12]([CH3:15])=[N:13][N:14]=[C:10]3[C@@H:9]([CH2:16][CH2:17][OH:18])[S:8][C@H:7]([C:19]3[CH:24]=[CH:23][CH:22]=[C:21]([O:25][CH3:26])[C:20]=3[O:27][CH3:28])[C:6]=2[CH:29]=1.C(N(CC)CC)C.[CH3:37][S:38](Cl)(=[O:40])=[O:39].C(=O)(O)[O-].[Na+]. (2) Given the product [Br:1][C:2]1[C:3]2[N:4]([C:8]([NH:11][CH2:12][C:23]([F:29])([F:28])[F:22])=[N:9][N:10]=2)[CH:5]=[CH:6][CH:7]=1, predict the reactants needed to synthesize it. The reactants are: [Br:1][C:2]1[C:3]2[N:4]([C:8]([NH:11][CH3:12])=[N:9][N:10]=2)[CH:5]=[CH:6][CH:7]=1.BrC1C(NN)=NC=CC=1.[F:22][C:23]([F:29])([F:28])CN=C=S. (3) Given the product [C:1]([O:5][C:6]([N:8]1[CH2:13][CH2:12][CH:11]([C:14]2[O:34][C:21]3=[CH:20][N:19]=[C:18]([C:23]4[CH:28]=[CH:27][C:26]([S:29]([CH3:32])(=[O:31])=[O:30])=[CH:25][C:24]=4[F:33])[CH:17]=[C:16]3[CH:15]=2)[CH2:10][CH2:9]1)=[O:7])([CH3:4])([CH3:3])[CH3:2], predict the reactants needed to synthesize it. The reactants are: [C:1]([O:5][C:6]([N:8]1[CH2:13][CH2:12][CH:11]([C:14]#[C:15][C:16]2[C:21](Cl)=[CH:20][N:19]=[C:18]([C:23]3[CH:28]=[CH:27][C:26]([S:29]([CH3:32])(=[O:31])=[O:30])=[CH:25][C:24]=3[F:33])[CH:17]=2)[CH2:10][CH2:9]1)=[O:7])([CH3:4])([CH3:3])[CH3:2].[OH-:34].[K+].C(P(C(C)(C)C)C1(C(C)C)CC(C(C)C)=CC(C(C)C)=C1C1C=CC=CC=1)(C)(C)C. (4) Given the product [CH:62]1([C:60]([N:57]2[CH2:58][CH2:59][C@@H:55]([CH2:54][N:53]3[CH:52]=[N:51][N:50]=[C:49]3[C:46]3[CH:47]=[CH:48][C:43]([C:2]4[CH:3]=[C:4]5[N:10]([CH2:11][O:12][CH2:13][CH2:14][Si:15]([CH3:18])([CH3:17])[CH3:16])[CH:9]=[CH:8][C:5]5=[N:6][CH:7]=4)=[CH:44][CH:45]=3)[CH2:56]2)=[O:61])[CH2:64][CH2:63]1, predict the reactants needed to synthesize it. The reactants are: Br[C:2]1[CH:3]=[C:4]2[N:10]([CH2:11][O:12][CH2:13][CH2:14][Si:15]([CH3:18])([CH3:17])[CH3:16])[CH:9]=[CH:8][C:5]2=[N:6][CH:7]=1.B1(B2OC(C)(C)C(C)(C)O2)OC(C)(C)C(C)(C)O1.CC([O-])=O.[K+].Br[C:43]1[CH:48]=[CH:47][C:46]([C:49]2[N:53]([CH2:54][CH:55]3[CH2:59][CH2:58][N:57]([C:60]([CH:62]4[CH2:64][CH2:63]4)=[O:61])[CH2:56]3)[CH:52]=[N:51][N:50]=2)=[CH:45][CH:44]=1.[Br-].N1C=CN=N1.B([O-])[O-]. (5) Given the product [CH3:53][N:52]([CH3:63])[CH2:51][CH2:49][N:26]([CH3:27])[C:24]([C:22]1[CH:21]=[CH:20][C:18]2[NH:19][C:15]([CH2:14][N:3]([CH2:1][CH3:2])[CH:4]3[C:13]4[N:12]=[CH:11][CH:10]=[CH:9][C:8]=4[CH2:7][CH2:6][CH2:5]3)=[N:16][C:17]=2[CH:23]=1)=[O:25], predict the reactants needed to synthesize it. The reactants are: [CH2:1]([N:3]([CH2:14][C:15]1[NH:19][C:18]2[CH:20]=[CH:21][C:22]([C:24]([NH:26][CH2:27]CC3N=CNC=3)=[O:25])=[CH:23][C:17]=2[N:16]=1)[CH:4]1[C:13]2[N:12]=[CH:11][CH:10]=[CH:9][C:8]=2[CH2:7][CH2:6][CH2:5]1)[CH3:2].FC1C(OC(C2C=CC3N[C:49]([CH2:51][N:52]([CH2:63]C)[CH:53]4C5N=CC=CC=5CCC4)=NC=3C=2)=O)=C(F)C(F)=C(F)C=1F.CN(C)CCNC. (6) Given the product [Cl:10][C:11]1[CH:12]=[C:13]([CH:24]([Cl:3])[CH3:25])[C:14]2[O:20][CH2:19][CH2:18][NH:17][C:16](=[O:21])[C:15]=2[C:22]=1[CH3:23], predict the reactants needed to synthesize it. The reactants are: N1C(Cl)=NC(Cl)=NC=1[Cl:3].[Cl:10][C:11]1[CH:12]=[C:13]([CH:24](O)[CH3:25])[C:14]2[O:20][CH2:19][CH2:18][NH:17][C:16](=[O:21])[C:15]=2[C:22]=1[CH3:23].CN(C)C=O. (7) The reactants are: [C:1]1([CH3:9])[CH:6]=[CH:5][C:4]([Mg]Br)=[CH:3][CH:2]=1.FC(F)(C(F)(F)F)C(F)(F)C(F)(F)S(O[C:18]1[CH2:24][CH2:23][CH2:22][CH2:21][CH2:20][C:19]=1[C:25]([O:27][CH3:28])=[O:26])(=O)=O.C(OCC)(=O)C.Cl. Given the product [CH3:9][C:1]1[CH:6]=[CH:5][C:4]([C:18]2[CH2:24][CH2:23][CH2:22][CH2:21][CH2:20][C:19]=2[C:25]([O:27][CH3:28])=[O:26])=[CH:3][CH:2]=1, predict the reactants needed to synthesize it. (8) Given the product [CH3:28][O:29][C:30]([C:32]1[S:36][C:35]([C:16]2[N:17]=[C:18]3[C:10]([C:8](=[O:9])[NH:7][C@@H:2]([CH3:1])[C:3]([CH3:6])([CH3:5])[CH3:4])=[CH:11][N:12]([CH2:20][O:21][CH2:22][CH2:23][Si:24]([CH3:27])([CH3:26])[CH3:25])[C:13]3=[N:14][CH:15]=2)=[CH:34][CH:33]=1)=[O:31], predict the reactants needed to synthesize it. The reactants are: [CH3:1][C@H:2]([NH:7][C:8]([C:10]1[C:18]2[C:13](=[N:14][CH:15]=[C:16](Br)[N:17]=2)[N:12]([CH2:20][O:21][CH2:22][CH2:23][Si:24]([CH3:27])([CH3:26])[CH3:25])[CH:11]=1)=[O:9])[C:3]([CH3:6])([CH3:5])[CH3:4].[CH3:28][O:29][C:30]([C:32]1[S:36][C:35](B(O)O)=[CH:34][CH:33]=1)=[O:31].C([O-])([O-])=O.[Na+].[Na+]. (9) Given the product [CH:27]1([N:25]([CH3:26])[C:24]([C:19]2[CH:18]=[C:17]([CH:22]=[CH:21][C:20]=2[OH:23])[O:16][C:11]2[C:12]([CH3:15])=[C:13]3[C:8](=[CH:9][C:10]=2[CH3:32])[NH:7][C:6]([C:4]([OH:5])=[O:3])=[CH:14]3)=[O:31])[CH2:28][CH2:29][CH2:30]1, predict the reactants needed to synthesize it. The reactants are: C([O:3][C:4]([C:6]1[NH:7][C:8]2[C:13]([CH:14]=1)=[C:12]([CH3:15])[C:11]([O:16][C:17]1[CH:22]=[CH:21][C:20]([OH:23])=[C:19]([C:24](=[O:31])[N:25]([CH:27]3[CH2:30][CH2:29][CH2:28]3)[CH3:26])[CH:18]=1)=[C:10]([CH3:32])[CH:9]=2)=[O:5])C.[OH-].[K+].